Dataset: Forward reaction prediction with 1.9M reactions from USPTO patents (1976-2016). Task: Predict the product of the given reaction. Given the reactants [C:1]1(=[N:7][OH:8])[CH2:6][CH2:5][CH2:4][CH2:3][CH2:2]1.[C:9](O[Cl:14])(C)(C)C.C(O)C.C1CCCC=CC=1, predict the reaction product. The product is: [ClH:14].[CH:1]12[CH:9]=[CH:2][CH:3]([O:8][NH:7]1)[CH2:4][CH2:5][CH2:6]2.